Dataset: Full USPTO retrosynthesis dataset with 1.9M reactions from patents (1976-2016). Task: Predict the reactants needed to synthesize the given product. (1) Given the product [CH3:18][O:17][C:16]1[CH:15]=[CH:14][C:4]([C:5]([NH:7][C:8]2[CH:13]=[CH:12][CH:11]=[CH:10][CH:9]=2)=[O:6])=[CH:3][C:2]=1[NH:1][C:28]([NH:27][C:24]1[CH:23]=[CH:22][C:21]([C:20]([F:19])([F:30])[F:31])=[CH:26][CH:25]=1)=[S:29], predict the reactants needed to synthesize it. The reactants are: [NH2:1][C:2]1[CH:3]=[C:4]([CH:14]=[CH:15][C:16]=1[O:17][CH3:18])[C:5]([NH:7][C:8]1[CH:13]=[CH:12][CH:11]=[CH:10][CH:9]=1)=[O:6].[F:19][C:20]([F:31])([F:30])[C:21]1[CH:26]=[CH:25][C:24]([N:27]=[C:28]=[S:29])=[CH:23][CH:22]=1. (2) The reactants are: [CH3:1][C:2]1[CH:8]=[C:7]([C:9]([F:12])([F:11])[F:10])[CH:6]=[CH:5][C:3]=1N.N(OCCCCC)=O.[I:21]I. Given the product [CH3:1][C:2]1[CH:8]=[C:7]([C:9]([F:12])([F:11])[F:10])[CH:6]=[CH:5][C:3]=1[I:21], predict the reactants needed to synthesize it.